From a dataset of Full USPTO retrosynthesis dataset with 1.9M reactions from patents (1976-2016). Predict the reactants needed to synthesize the given product. (1) The reactants are: [F:1][C:2]1[CH:3]=[C:4]2[C:8](=[C:9]([NH:11][CH3:12])[CH:10]=1)[NH:7][C:6]1[N:13]=[C:14]([O:27][C:28]3[CH:29]=[N:30][C:31]([CH3:34])=[N:32][CH:33]=3)[N:15]=[C:16](SCC3C=CC(OC)=CC=3)[C:5]2=1.ClC1C=C(C=CC=1)C(OO)=[O:40].[OH-].[Li+].O. Given the product [F:1][C:2]1[CH:3]=[C:4]2[C:8](=[C:9]([NH:11][CH3:12])[CH:10]=1)[NH:7][C:6]1[N:13]=[C:14]([O:27][C:28]3[CH:33]=[N:32][C:31]([CH3:34])=[N:30][CH:29]=3)[N:15]=[C:16]([OH:40])[C:5]2=1, predict the reactants needed to synthesize it. (2) The reactants are: [Br:1][C:2]1[CH:11]=[CH:10][CH:9]=[C:8]([CH2:12]Br)[C:3]=1[C:4]([O:6]C)=O.[CH3:14][N:15]1[CH:19]=[C:18]([C:20]2[CH:25]=[CH:24][C:23]([CH2:26][NH2:27])=[CH:22][CH:21]=2)[CH:17]=[N:16]1.C(N(CC)CC)C. Given the product [Br:1][C:2]1[CH:11]=[CH:10][CH:9]=[C:8]2[C:3]=1[C:4](=[O:6])[N:27]([CH2:26][C:23]1[CH:22]=[CH:21][C:20]([C:18]3[CH:17]=[N:16][N:15]([CH3:14])[CH:19]=3)=[CH:25][CH:24]=1)[CH2:12]2, predict the reactants needed to synthesize it. (3) The reactants are: ClC1C=C2C(C)(C)C(/C=C/C(/C3C=CC=C(CCC(O[N:58]4[C:62](=[O:63])[CH2:61][CH2:60][C:59]4=[O:64])=O)C=3)=C/C=C3/N(CCCS([O-])(=O)=O)C4C(C/3(C)C)=CC(S([O-])(=O)=O)=CC=4)=NC2=[N+](CCCS([O-])(=O)=O)C=1.[Na+:65].[Na+].[C:67]([CH2:70][CH2:71][C:72]1[CH:77]=[CH:76][C:75](/[C:78](/[CH:103]=[CH:104]/[C:105]2[C:106]([CH3:123])([CH3:122])[C:107]3[C:108]([N:121]=2)=[N+:109]([CH2:114][CH2:115][CH2:116][S:117]([O-:120])(=[O:119])=[O:118])[CH:110]=[C:111]([Cl:113])[CH:112]=3)=[CH:79]\[CH:80]=[C:81]2\[N:82]([CH2:96][CH2:97][CH2:98][S:99]([O-:102])(=[O:101])=[O:100])[C:83]3[C:88]([C:89]\2([CH3:91])[CH3:90])=[CH:87][C:86]([S:92]([O-:95])(=[O:94])=[O:93])=[CH:85][CH:84]=3)=[CH:74][CH:73]=1)([OH:69])=[O:68].[Na+].[Na+]. Given the product [Cl:113][C:111]1[CH:112]=[C:107]2[C:106]([CH3:123])([CH3:122])[C:105](/[CH:104]=[CH:103]/[C:78](/[C:75]3[CH:74]=[CH:73][C:72]([CH2:71][CH2:70][C:67]([O:69][N:58]4[C:62](=[O:63])[CH2:61][CH2:60][C:59]4=[O:64])=[O:68])=[CH:77][CH:76]=3)=[CH:79]/[CH:80]=[C:81]3/[N:82]([CH2:96][CH2:97][CH2:98][S:99]([O-:102])(=[O:101])=[O:100])[C:83]4[C:88]([C:89]/3([CH3:90])[CH3:91])=[CH:87][C:86]([S:92]([O-:95])(=[O:93])=[O:94])=[CH:85][CH:84]=4)=[N:121][C:108]2=[N+:109]([CH2:114][CH2:115][CH2:116][S:117]([O-:120])(=[O:118])=[O:119])[CH:110]=1.[Na+:65].[Na+:65], predict the reactants needed to synthesize it. (4) Given the product [CH2:9]([N:8]1[C:3]2=[N:1][N:2]([CH2:26][C:16]3[C:25]4[C:20](=[CH:21][CH:22]=[CH:23][CH:24]=4)[CH:19]=[CH:18][CH:17]=3)[C:28]([C:29]3[CH:34]=[CH:33][N:32]=[CH:31][CH:30]=3)=[C:4]2[C:5](=[O:15])[N:6]([CH3:14])[C:7]1=[O:13])[CH:10]([CH3:11])[CH3:12], predict the reactants needed to synthesize it. The reactants are: [NH:1]([C:3]1[N:8]([CH2:9][CH:10]([CH3:12])[CH3:11])[C:7](=[O:13])[N:6]([CH3:14])[C:5](=[O:15])[CH:4]=1)[NH2:2].[C:16]1([CH:26]=O)[C:25]2[C:20](=[CH:21][CH:22]=[CH:23][CH:24]=2)[CH:19]=[CH:18][CH:17]=1.[CH:28](=O)[C:29]1[CH:34]=[CH:33][N:32]=[CH:31][CH:30]=1. (5) Given the product [Cl:1][C:2]1[CH:7]=[CH:6][CH:5]=[CH:4][C:3]=1[N:8]1[C:17](=[O:18])[C:16]2[CH:15]=[N:14][C:13]([NH:35][C:34]3[CH:33]=[CH:32][C:31]([CH2:30][N:25]4[CH:29]=[CH:28][N:27]=[CH:26]4)=[CH:37][CH:36]=3)=[N:12][C:11]=2[N:10]2[CH:22]=[CH:23][N:24]=[C:9]12, predict the reactants needed to synthesize it. The reactants are: [Cl:1][C:2]1[CH:7]=[CH:6][CH:5]=[CH:4][C:3]=1[N:8]1[C:17](=[O:18])[C:16]2[C:11](=[N:12][C:13](S(C)=O)=[N:14][CH:15]=2)[N:10]2[CH:22]=[CH:23][N:24]=[C:9]12.[N:25]1([CH2:30][C:31]2[CH:37]=[CH:36][C:34]([NH2:35])=[CH:33][CH:32]=2)[CH:29]=[CH:28][N:27]=[CH:26]1. (6) The reactants are: [CH3:1][O:2][C:3]1[N:8]=[C:7]([C:9](OC)=[O:10])[C:6]([NH:13][C:14]([C:16]2[C:25]3[C:20](=[CH:21][CH:22]=[CH:23][CH:24]=3)[C:19]([CH2:26][N:27]3[CH:31]=[CH:30][N:29]=[N:28]3)=[CH:18][CH:17]=2)=[O:15])=[CH:5][CH:4]=1.[O:32]1[CH2:37][CH2:36][CH:35]([CH2:38][NH2:39])[CH2:34][CH2:33]1. Given the product [CH3:1][O:2][C:3]1[N:8]=[C:7]([C:9]([NH:39][CH2:38][CH:35]2[CH2:36][CH2:37][O:32][CH2:33][CH2:34]2)=[O:10])[C:6]([NH:13][C:14]([C:16]2[C:25]3[C:20](=[CH:21][CH:22]=[CH:23][CH:24]=3)[C:19]([CH2:26][N:27]3[CH:31]=[CH:30][N:29]=[N:28]3)=[CH:18][CH:17]=2)=[O:15])=[CH:5][CH:4]=1, predict the reactants needed to synthesize it. (7) Given the product [F:45][C:2]([F:1])([F:44])[C:3]1[CH:4]=[C:5]([C:13]2([C:40]([F:41])([F:42])[F:43])[CH2:17][CH2:16][N:15]([C:18]3[N:23]=[CH:22][C:21]([CH2:24][NH2:25])=[C:20]([C:36]([F:37])([F:38])[F:39])[CH:19]=3)[CH2:14]2)[CH:6]=[C:7]([C:9]([F:12])([F:11])[F:10])[CH:8]=1, predict the reactants needed to synthesize it. The reactants are: [F:1][C:2]([F:45])([F:44])[C:3]1[CH:4]=[C:5]([C:13]2([C:40]([F:43])([F:42])[F:41])[CH2:17][CH2:16][N:15]([C:18]3[N:23]=[CH:22][C:21]([CH2:24][N:25]4C(=O)C5C(=CC=CC=5)C4=O)=[C:20]([C:36]([F:39])([F:38])[F:37])[CH:19]=3)[CH2:14]2)[CH:6]=[C:7]([C:9]([F:12])([F:11])[F:10])[CH:8]=1.O.NN.